The task is: Predict which catalyst facilitates the given reaction.. This data is from Catalyst prediction with 721,799 reactions and 888 catalyst types from USPTO. (1) Reactant: [F:1][C:2]1[CH:3]=[C:4]([CH:35]=[CH:36][CH:37]=1)[CH2:5][N:6]1[C:14]2[C:9](=[CH:10][C:11]([NH:15][C:16]3[C:21]4=[C:22]([CH2:25][N:26]5[CH2:31][CH2:30][CH:29]([C:32](O)=[O:33])[CH2:28][CH2:27]5)[CH:23]=[CH:24][N:20]4[N:19]=[CH:18][N:17]=3)=[CH:12][CH:13]=2)[CH:8]=[N:7]1.C(Cl)CCl.[NH:42]1[CH2:47][CH2:46][NH:45][CH2:44][CH2:43]1. Product: [F:1][C:2]1[CH:3]=[C:4]([CH:35]=[CH:36][CH:37]=1)[CH2:5][N:6]1[C:14]2[C:9](=[CH:10][C:11]([NH:15][C:16]3[C:21]4=[C:22]([CH2:25][N:26]5[CH2:31][CH2:30][CH:29]([C:32]([N:42]6[CH2:47][CH2:46][NH:45][CH2:44][CH2:43]6)=[O:33])[CH2:28][CH2:27]5)[CH:23]=[CH:24][N:20]4[N:19]=[CH:18][N:17]=3)=[CH:12][CH:13]=2)[CH:8]=[N:7]1. The catalyst class is: 79. (2) Reactant: [NH2:1][C:2]1[CH:3]=[N:4][CH:5]=[CH:6][C:7]=1[C:8]1[CH:9]=[C:10]([CH:23]=[CH:24][CH:25]=1)[C:11]([NH:13][C:14]([C:17]1[CH:22]=[CH:21][CH:20]=[CH:19][CH:18]=1)([CH3:16])[CH3:15])=[O:12].C(N(CC)CC)C.[CH3:33][S:34](Cl)(=[O:36])=[O:35].[F-].C([N+](CCCC)(CCCC)CCCC)CCC. Product: [CH3:33][S:34]([NH:1][C:2]1[CH:3]=[N:4][CH:5]=[CH:6][C:7]=1[C:8]1[CH:9]=[C:10]([CH:23]=[CH:24][CH:25]=1)[C:11]([NH:13][C:14]([C:17]1[CH:22]=[CH:21][CH:20]=[CH:19][CH:18]=1)([CH3:16])[CH3:15])=[O:12])(=[O:36])=[O:35]. The catalyst class is: 410. (3) Reactant: [Cl:1][C:2]1[CH:23]=[CH:22][C:5]([CH2:6][N:7]2[C:15]3[C:10](=[CH:11][CH:12]=[CH:13][CH:14]=3)[C:9]([CH3:16])=[C:8]2[C:17]([O:19]CC)=[O:18])=[CH:4][CH:3]=1.[OH-].[Na+].O.Cl. Product: [Cl:1][C:2]1[CH:23]=[CH:22][C:5]([CH2:6][N:7]2[C:15]3[C:10](=[CH:11][CH:12]=[CH:13][CH:14]=3)[C:9]([CH3:16])=[C:8]2[C:17]([OH:19])=[O:18])=[CH:4][CH:3]=1. The catalyst class is: 14.